This data is from Catalyst prediction with 721,799 reactions and 888 catalyst types from USPTO. The task is: Predict which catalyst facilitates the given reaction. (1) Reactant: Br[C:2]1[CH:3]=[C:4]2[C:8](=[CH:9][CH:10]=1)[N:7]([CH3:11])[C:6](=[O:12])[CH2:5]2.[B:13]1([B:13]2[O:17][C:16]([CH3:19])([CH3:18])[C:15]([CH3:21])([CH3:20])[O:14]2)[O:17][C:16]([CH3:19])([CH3:18])[C:15]([CH3:21])([CH3:20])[O:14]1.CC([O-])=O.[K+]. Product: [CH3:11][N:7]1[C:8]2[C:4](=[CH:3][C:2]([B:13]3[O:17][C:16]([CH3:19])([CH3:18])[C:15]([CH3:21])([CH3:20])[O:14]3)=[CH:10][CH:9]=2)[CH2:5][C:6]1=[O:12]. The catalyst class is: 75. (2) Reactant: [CH3:1][S-:2].[Na+].[CH2:4]([O:11][C:12]1[CH:13]=[C:14]2[C:19](=[CH:20][CH:21]=1)[N:18]=[CH:17][C:16]([N+:22]([O-:24])=[O:23])=[C:15]2[NH:25][CH2:26][CH2:27][CH2:28][CH2:29][CH2:30]Cl)[C:5]1[CH:10]=[CH:9][CH:8]=[CH:7][CH:6]=1. Product: [CH2:4]([O:11][C:12]1[CH:13]=[C:14]2[C:19](=[CH:20][CH:21]=1)[N:18]=[CH:17][C:16]([N+:22]([O-:24])=[O:23])=[C:15]2[NH:25][CH2:26][CH2:27][CH2:28][CH2:29][CH2:30][S:2][CH3:1])[C:5]1[CH:10]=[CH:9][CH:8]=[CH:7][CH:6]=1. The catalyst class is: 3. (3) Reactant: [C:1]([NH:6][C:7]1[N:8]=[C:9]([O:34][C:35](=[O:49])[N:36]([C:43]2[CH:48]=[CH:47][CH:46]=[CH:45][CH:44]=2)[C:37]2[CH:42]=[CH:41][CH:40]=[CH:39][CH:38]=2)[C:10]2[N:11]=[CH:12][N:13]([C:32]=2[N:33]=1)[C@@H:14]1[O:31][C@H:21]([CH2:22][O:23][Si](C(C)(C)C)(C)C)[C@@H:16]([O:17][CH2:18]SC)[CH2:15]1)(=[O:5])[CH:2]([CH3:4])[CH3:3].C(Cl)Cl.[N-:53]=[N+:54]=[N-:55].[Na+].[NH4+].[F-]. Product: [C:1]([NH:6][C:7]1[N:8]=[C:9]([O:34][C:35](=[O:49])[N:36]([C:37]2[CH:42]=[CH:41][CH:40]=[CH:39][CH:38]=2)[C:43]2[CH:44]=[CH:45][CH:46]=[CH:47][CH:48]=2)[C:10]2[N:11]=[CH:12][N:13]([C:32]=2[N:33]=1)[C@@H:14]1[O:31][C@H:21]([CH2:22][OH:23])[C@@H:16]([O:17][CH2:18][N:53]=[N+:54]=[N-:55])[CH2:15]1)(=[O:5])[CH:2]([CH3:4])[CH3:3]. The catalyst class is: 6. (4) Reactant: [CH2:1]([O:8][C:9](=[O:15])[C@@H:10]1[CH2:14][CH2:13][CH2:12][NH:11]1)[C:2]1[CH:7]=[CH:6][CH:5]=[CH:4][CH:3]=1.CN1[CH2:22][CH2:21][O:20][CH2:19]C1.C1C=CC2N(O)N=NC=2C=1.C1CCC(N=C=NC2CCCCC2)CC1. Product: [CH2:1]([O:8][C:9](=[O:15])[C@@H:10]1[CH2:14][CH2:13][CH2:12][N:11]1[CH2:22][CH:21]1[O:20][CH2:19]1)[C:2]1[CH:3]=[CH:4][CH:5]=[CH:6][CH:7]=1. The catalyst class is: 85. (5) Reactant: [NH2:1][CH:2]([C:11]1[CH:16]=[CH:15][CH:14]=[CH:13][CH:12]=1)[C:3]1([N:8]([CH3:10])[CH3:9])[CH2:7][CH2:6][CH2:5][CH2:4]1.[Cl:17][C:18]1[CH:26]=[C:25]([S:27][CH3:28])[C:21]([C:22](O)=[O:23])=[C:20]([CH3:29])[CH:19]=1.C(Cl)CCl.C1C=CC2N(O)N=NC=2C=1. Product: [Cl:17][C:18]1[CH:26]=[C:25]([S:27][CH3:28])[C:21]([C:22]([NH:1][CH:2]([C:3]2([N:8]([CH3:10])[CH3:9])[CH2:7][CH2:6][CH2:5][CH2:4]2)[C:11]2[CH:12]=[CH:13][CH:14]=[CH:15][CH:16]=2)=[O:23])=[C:20]([CH3:29])[CH:19]=1. The catalyst class is: 2.